This data is from Full USPTO retrosynthesis dataset with 1.9M reactions from patents (1976-2016). The task is: Predict the reactants needed to synthesize the given product. (1) Given the product [NH2:18][C:16]1[NH:15][N:14]=[C:13]([NH:12][C:5]2[CH:6]=[C:7]([C:8]([F:11])([F:10])[F:9])[C:2]([C:55]3[CH:54]=[CH:53][C:52]([S:49]([N:48]([CH3:67])[CH3:47])(=[O:50])=[O:51])=[CH:57][CH:56]=3)=[C:3]([Cl:19])[CH:4]=2)[N:17]=1, predict the reactants needed to synthesize it. The reactants are: Br[C:2]1[C:7]([C:8]([F:11])([F:10])[F:9])=[CH:6][C:5]([NH:12][C:13]2[N:17]=[C:16]([NH2:18])[NH:15][N:14]=2)=[CH:4][C:3]=1[Cl:19].CN1C(C)(C)CC(SC2C=CC(B3OC(C)(C)C(C)(C)O3)=CC=2)CC1(C)C.[CH3:47][N:48]([CH3:67])[S:49]([C:52]1[CH:57]=[CH:56][C:55](B2OC(C)(C)C(C)(C)O2)=[CH:54][CH:53]=1)(=[O:51])=[O:50].C([O-])([O-])=O.[K+].[K+]. (2) Given the product [F:1][C:2]([F:13])([F:14])[C:3]([C:5]1[CH:10]=[CH:9][C:8]([O:11][CH3:12])=[CH:7][CH:6]=1)([OH:4])[CH3:15], predict the reactants needed to synthesize it. The reactants are: [F:1][C:2]([F:14])([F:13])[C:3]([C:5]1[CH:10]=[CH:9][C:8]([O:11][CH3:12])=[CH:7][CH:6]=1)=[O:4].[CH3:15][Mg]Br. (3) Given the product [Cl:17][CH2:2][C:3]1[CH:8]=[CH:7][C:6]([CH:9]([NH:11][C:12](=[O:14])[CH3:13])[CH3:10])=[CH:5][CH:4]=1, predict the reactants needed to synthesize it. The reactants are: O[CH2:2][C:3]1[CH:8]=[CH:7][C:6]([CH:9]([NH:11][C:12](=[O:14])[CH3:13])[CH3:10])=[CH:5][CH:4]=1.S(Cl)([Cl:17])=O.C(=O)([O-])O.[Na+]. (4) The reactants are: [CH:1]1([C@H:7]2[CH2:11][CH2:10][CH2:9][C@H:8]2[NH:12][C@@H](C2C=CC=CC=2)C)[CH2:6][CH2:5][CH2:4][CH2:3][CH2:2]1.C(O)(=O)C. Given the product [CH:1]1([C@H:7]2[CH2:11][CH2:10][CH2:9][C@H:8]2[NH2:12])[CH2:2][CH2:3][CH2:4][CH2:5][CH2:6]1, predict the reactants needed to synthesize it. (5) Given the product [Br:15][C:16]1[C:17]2[N:18]([C:23]([C:26]([NH:47][C:45]3[CH:44]=[CH:43][N:42]=[C:41]([F:40])[CH:46]=3)=[O:28])=[CH:24][N:25]=2)[N:19]=[C:20]([Cl:22])[CH:21]=1, predict the reactants needed to synthesize it. The reactants are: ClC1C=C(Cl)C2N(C(C(O)=O)=CN=2)N=1.[Br:15][C:16]1[C:17]2[N:18]([C:23]([C:26]([OH:28])=O)=[CH:24][N:25]=2)[N:19]=[C:20]([Cl:22])[CH:21]=1.C(Cl)(=O)C(Cl)=O.CN(C)C=O.[F:40][C:41]1[CH:46]=[C:45]([NH2:47])[CH:44]=[CH:43][N:42]=1.C(N(CC)CC)C.ClC1C=C(Cl)C2N(C(C(NC3C=CN=C(F)C=3)=O)=CN=2)N=1. (6) Given the product [NH:26]([C:2]1[N:7]=[CH:6][C:5]([CH2:8][O:9][CH2:10][C:11]2[CH:16]=[CH:15][C:14]([C:17]3[C:18]([C:23]#[N:24])=[CH:19][CH:20]=[CH:21][CH:22]=3)=[CH:13][CH:12]=2)=[CH:4][CH:3]=1)[NH2:27], predict the reactants needed to synthesize it. The reactants are: Cl[C:2]1[N:7]=[CH:6][C:5]([CH2:8][O:9][CH2:10][C:11]2[CH:16]=[CH:15][C:14]([C:17]3[C:18]([C:23]#[N:24])=[CH:19][CH:20]=[CH:21][CH:22]=3)=[CH:13][CH:12]=2)=[CH:4][CH:3]=1.O.[NH2:26][NH2:27]. (7) Given the product [CH2:27]([N:29]1[C:33]([O:34][C:35]2[CH:36]=[CH:37][C:38]([CH:41]([OH:42])[C:3]([F:6])([F:5])[F:4])=[CH:39][CH:40]=2)=[CH:32][C:31]([C:43]2[CH:44]=[C:45]([C:49]([NH:52][S:53]([CH2:56][C:57]([F:60])([F:58])[F:59])(=[O:54])=[O:55])([CH3:51])[CH3:50])[CH:46]=[CH:47][CH:48]=2)=[N:30]1)[CH3:28], predict the reactants needed to synthesize it. The reactants are: C[Si](C)(C)[C:3]([F:6])([F:5])[F:4].[F-].C([N+](CCCC)(CCCC)CCCC)CCC.[CH2:27]([N:29]1[C:33]([O:34][C:35]2[CH:40]=[CH:39][C:38]([CH:41]=[O:42])=[CH:37][CH:36]=2)=[CH:32][C:31]([C:43]2[CH:44]=[C:45]([C:49]([NH:52][S:53]([CH2:56][C:57]([F:60])([F:59])[F:58])(=[O:55])=[O:54])([CH3:51])[CH3:50])[CH:46]=[CH:47][CH:48]=2)=[N:30]1)[CH3:28].Cl. (8) Given the product [C:1]([O:4][C@@H:5]([CH2:8][CH2:9][C:10]1[CH:15]=[CH:14][CH:13]=[CH:12][C:11]=1[OH:16])[CH2:6][Br:7])(=[O:3])[CH3:2], predict the reactants needed to synthesize it. The reactants are: [C:1]([O:4][C@@H:5]([CH2:8][CH2:9][C:10]1[CH:15]=[CH:14][CH:13]=[CH:12][C:11]=1[O:16]C)[CH2:6][Br:7])(=[O:3])[CH3:2].B(Br)(Br)Br. (9) Given the product [Cl:5][C:6]1[C:7]([CH2:15][OH:16])=[N:8][C:9]([S:13][CH3:14])=[N:10][C:11]=1[CH3:12], predict the reactants needed to synthesize it. The reactants are: B(Br)(Br)Br.[Cl:5][C:6]1[C:7]([CH2:15][O:16]C)=[N:8][C:9]([S:13][CH3:14])=[N:10][C:11]=1[CH3:12].O. (10) Given the product [C:1]([C:5]1[CH:9]=[C:8]([CH2:10][CH2:13][C:14]2[CH:19]=[CH:18][CH:17]=[CH:16][CH:15]=2)[NH:7][N:6]=1)([CH3:4])([CH3:3])[CH3:2], predict the reactants needed to synthesize it. The reactants are: [C:1]([C:5]1[CH:9]=[C:8]([CH:10]=O)[NH:7][N:6]=1)([CH3:4])([CH3:3])[CH3:2].[Br-].[CH2:13]([P+](C1C=CC=CC=1)(C1C=CC=CC=1)C1C=CC=CC=1)[C:14]1[CH:19]=[CH:18][CH:17]=[CH:16][CH:15]=1.C(=O)([O-])[O-].[K+].[K+].Cl.